Dataset: Experimentally validated miRNA-target interactions with 360,000+ pairs, plus equal number of negative samples. Task: Binary Classification. Given a miRNA mature sequence and a target amino acid sequence, predict their likelihood of interaction. (1) The miRNA is hsa-let-7i-3p with sequence CUGCGCAAGCUACUGCCUUGCU. The protein sequence of the target gene is MAPRLQLEKAAWRWAETVRPEEVSQEHIETAYRIWLEPCIRGVCRRNCKGNPNCLVGIGEHIWLGEIDENSFHNIDDPNCERRKKNSFVGLTNLGATCYVNTFLQVWFLNLELRQALYLCPSTCSDYMLGDGIQEEKDYEPQTICEHLQYLFALLQNSNRRYIDPSGFVKALGLDTGQQQDAQEFSKLFMSLLEDTLSKQKNPDVRNIVQQQFCGEYAYVTVCNQCGRESKLLSKFYELELNIQGHKQLTDCISEFLKEEKLEGDNRYFCENCQSKQNATRKIRLLSLPCTLNLQLMRFV.... Result: 1 (interaction). (2) The miRNA is mmu-miR-3474 with sequence CCCUGGGAGGAGACGUGGAUUC. The protein sequence of the target gene is MPTMRRTVSEIRSRAEGYEKTDDVSEKTSLADQEEVRTIFINQPQLTKFCNNHVSTAKYNIITFLPRFLYSQFRRAANSFFLFIALLQQIPDVSPTGRYTTLVPLLFILAVAAIKEIIEDIKRHKADNAVNKKQTQVLRNGAWEIVHWEKVAVGEIVKVTNGEHLPADLISLSSSEPQAMCYIETSNLDGETNLKIRQGLPATSDIKDVDSLMRISGRIECESPNRHLYDFVGNIRLDGHGTVPLGADQILLRGAQLRNTQWVHGIVVYTGHDTKLMQNSTSPPLKLSNVERITNVQILI.... Result: 0 (no interaction). (3) The miRNA is hsa-miR-1245b-3p with sequence UCAGAUGAUCUAAAGGCCUAUA. The protein sequence of the target gene is MDPSGSRGRPTWVLAGGLLAVALALGGRGCLGASSRPRWRPLGAQPPRDPQVAPRSGPGLRIPPGRSGAGPESSTQDLPCMIWPKVECCHFKTAVEAPLGMKLDKKMEVFIPLSTSAASSGPWAHSLFAFIPSWPKKNLFKRESPITHRLYGDISREVQGTSENGVIFQKCALVSGSSEAQTARIWLLVNNTKTTSSANLSELLLLDSIAGLTIWDSVGNRTSEGFQAFSKKFLQVGDAFAVSYAATLQAGDLGNGESLKLPAQLTFQSSSRNRTQLKVLFSITAEENVTVLPHHGLHAA.... Result: 1 (interaction). (4) The miRNA is rno-miR-338-3p with sequence UCCAGCAUCAGUGAUUUUGUUGA. The protein sequence of the target gene is MERKNPSRESPRRLSAKVGKGTEMKKVARQLGMAAAESDKDSGFSDGSSECLSSAEQMESEDMLSALGWSREDRPRQNSKTAKNAFPTLSPMVVMKNVLVKQGSSSSQLQSWTVQPSFEVISAQPQLLFLHPPVPSPVSPCHTGEKKSDSRNYLPILNSYTKIAPHPGKRGLSLGPEEKGTSGVQKKICTERLGPSLSSSEPTKAGAVPSSPSTPAPPSAKLAEDSALQGVPSLVAGGSPQTLQPVSSSHVAKAPSLTFASPASPVCASDSTLHGLESNSPLSPLSANYSSPLWAAEHLC.... Result: 0 (no interaction). (5) The miRNA is hsa-miR-6074 with sequence GAUAUUCAGAGGCUAGGUGG. The protein sequence of the target gene is MSGKRKRVVLTIKDKLDIIKKLEDGGSSKQLAVIYGIGETTVRDIRKNKEKIITYASSSDSTSLLAKRKSMKPSMYEELDKAMLEWFNQQRAKGNPISGPICAKRAEFFFYALGMDGDFNPSAGWLTRFKQRHSIREINIRNERLNGDETAVEDFCNNFRDFIEQENLQPEQIYNADETGLFWKCLPSRTTVIKGKCTVPGHNLGEERITVMCCTNATGLHKLKLCVVGKARKPRSFKSTDTLNLPVSYFSQKGAWMDLSIFRQWFDKIFVPQVREYLRSKGLQEKAVLLLDNSPTHPNE.... Result: 0 (no interaction). (6) The miRNA is mmu-miR-466m-5p with sequence UGUGUGCAUGUGCAUGUGUGUAU. The protein sequence of the target gene is MSSKESCGKKETSQRKDTTTSSPNFGEKDKKERKTPASSTSSSSIRSVSSEKRKLKSDHTDVLYYNIKRRQGLKRLSVEIDTLRRRPKIGSSSQRPIKLKEASYSNDNQIILQSPSSNGTKKDIHKCVDFKPKDIKLTNAGSKLDHGIKSLSSPKIASDVKPKAEGQASENKWSHLLVQREKMKELKKGRNSKFRDNSEKCVLEKWKRNQFSQDYNSNKIIKEPLGSRRQKISFKIPIKSRDTLQKLVEENVFNIDSNNSKTKQEEREYLESSQVSLNVTRQKTEHLLSDFTYKRTVHEW.... Result: 0 (no interaction). (7) The miRNA is hsa-miR-1248 with sequence ACCUUCUUGUAUAAGCACUGUGCUAAA. The protein sequence of the target gene is MGNTSSERAALERQAGHKTPRRDSSGGAKDGDRPKILMDSPEDADIFHSEEIKAPEKEEFLAWQHDLEANDKAPAQARPTVFRWTGGGKEVYLSGSFNNWSKLPLTRSQNNFVAILDLPEGEHQYKFFVDGQWTHDPSEPIVTSQLGTVNNIIQVKKTDFEVFDALMVDSQKCSDVSELSSSPPGPYHQEPYMSKPEERFKAPPILPPHLLQVILNKDTGISCDPALLPEPNHVMLNHLYALSIKDGVMVLSATHRYKKKYVTTLLYKPI. Result: 0 (no interaction). (8) The miRNA is hsa-miR-3178 with sequence GGGGCGCGGCCGGAUCG. The protein sequence of the target gene is MEPEPEPAAVEVPAGRVLSARELFAARSRSQKLPQRSHGPKDFLPDGSAAQAERLRRCREELWQLLAEQRVERLGSLVAAEWRPEEGFVELKSPAGKFWQTMGFSEQGRQRLHPEEALYLLECGSIHLFHQDLPLSIQEAYQLLLTDHTVTFLQYQVFSHLKRLGYVVRRFQPSSVLSPYERQLNLDASVQHLEDGDGKRKRSSSSPRSINKKAKALDNSLQPKSLAASSPPPCSQPSQCPEEKPQESSPMKGPGGPFQLLGSLGPSPGPAREGVGCSWESGRAENGVTGAGKRRWNFEQ.... Result: 0 (no interaction). (9) The miRNA is hsa-miR-4499 with sequence AAGACUGAGAGGAGGGA. The protein sequence of the target gene is MRWCLLLIWAQGLRQAPLASGMMTGTIETTGNISAEKGGSIILQCHLSSTTAQVTQVNWEQQDQLLAICNADLGWHISPSFKDRVAPGPGLGLTLQSLTVNDTGEYFCIYHTYPDGTYTGRIFLEVLESSVAEHGARFQIPLLGAMAATLVVICTAVIVVVALTRKKKALRIHSVEGDLRRKSAGQEEWSPSAPSPPGSCVQAEAAPAGLCGEQRGEDCAELHDYFNVLSYRSLGNCSFFTETG. Result: 0 (no interaction).